From a dataset of Forward reaction prediction with 1.9M reactions from USPTO patents (1976-2016). Predict the product of the given reaction. (1) Given the reactants [NH2:1][C:2]1[C:3]([NH:12][CH2:13][CH:14]([O:17][CH3:18])[O:15][CH3:16])=[C:4]([CH:9]=[CH:10][CH:11]=1)[C:5]([O:7][CH3:8])=[O:6].N1C=CN=C1[C:24](C1NC=CN=1)=[O:25], predict the reaction product. The product is: [CH3:16][O:15][CH:14]([O:17][CH3:18])[CH2:13][N:12]1[C:3]2[C:4]([C:5]([O:7][CH3:8])=[O:6])=[CH:9][CH:10]=[CH:11][C:2]=2[NH:1][C:24]1=[O:25]. (2) Given the reactants C(NC(C)C)(C)C.[Li]CCCC.C(OP([CH2:21][C:22]([OH:24])=[O:23])(OCC)=O)C.[NH2:25][C:26]1[C:27]2[C:34]([C:35]3[CH:40]=[CH:39][C:38]([O:41][C:42]4[CH:47]=[CH:46][CH:45]=[CH:44][CH:43]=4)=[CH:37][CH:36]=3)=[CH:33][N:32]([CH:48]3[CH2:53][CH2:52][C:51](=O)[CH2:50][CH2:49]3)[C:28]=2[N:29]=[CH:30][N:31]=1, predict the reaction product. The product is: [NH2:25][C:26]1[C:27]2[C:34]([C:35]3[CH:36]=[CH:37][C:38]([O:41][C:42]4[CH:47]=[CH:46][CH:45]=[CH:44][CH:43]=4)=[CH:39][CH:40]=3)=[CH:33][N:32]([CH:48]3[CH2:53][CH2:52][C:51](=[CH:21][C:22]([OH:24])=[O:23])[CH2:50][CH2:49]3)[C:28]=2[N:29]=[CH:30][N:31]=1. (3) Given the reactants [C:1]([C:5]1[O:9][N:8]=[C:7]([NH:10][C:11]([NH:13][C:14]2[CH:19]=[CH:18][CH:17]=[C:16]([C:20]#[C:21][C:22]3[C:23](Cl)=[N:24][CH:25]=[N:26][CH:27]=3)[CH:15]=2)=[O:12])[CH:6]=1)([CH3:4])([CH3:3])[CH3:2].Cl.C1C[O:33]CC1, predict the reaction product. The product is: [C:1]([C:5]1[O:9][N:8]=[C:7]([NH:10][C:11]([NH:13][C:14]2[CH:19]=[CH:18][CH:17]=[C:16]([C:20]#[C:21][C:22]3[C:23](=[O:33])[NH:24][CH:25]=[N:26][CH:27]=3)[CH:15]=2)=[O:12])[CH:6]=1)([CH3:4])([CH3:3])[CH3:2]. (4) Given the reactants [C:1]12[C:7](=[CH:8][CH:9]=[CH:10][CH:11]=1)[NH:6]C(=O)[O:4][C:2]2=O.O1CCCC1.[CH2:18]([NH2:21])[C:19]#[CH:20], predict the reaction product. The product is: [NH2:6][C:7]1[CH:8]=[CH:9][CH:10]=[CH:11][C:1]=1[C:2]([NH:21][CH2:18][C:19]#[CH:20])=[O:4]. (5) Given the reactants [NH2:1][CH2:2][CH2:3][O:4][C:5]1[CH:14]=[CH:13][CH:12]=[C:11]2[C:6]=1[C:7]([NH:15][C:16]1[CH:21]=[CH:20][C:19]([OH:22])=[C:18]([Cl:23])[CH:17]=1)=[N:8][CH:9]=[N:10]2.Cl.Cl[CH2:26][C:27]1[N:28]=[CH:29][S:30][CH:31]=1, predict the reaction product. The product is: [NH2:1][CH2:2][CH2:3][O:4][C:5]1[CH:14]=[CH:13][CH:12]=[C:11]2[C:6]=1[C:7]([NH:15][C:16]1[CH:21]=[CH:20][C:19]([O:22][CH2:26][C:27]3[N:28]=[CH:29][S:30][CH:31]=3)=[C:18]([Cl:23])[CH:17]=1)=[N:8][CH:9]=[N:10]2. (6) Given the reactants CCN(C(C)C)C(C)C.C(Cl)CCl.[C:14]([O:18][C:19]([NH:21][C@H:22]([CH2:27][C:28]1[CH:33]=[CH:32][CH:31]=[CH:30][CH:29]=1)[CH2:23][C:24](O)=[O:25])=[O:20])([CH3:17])([CH3:16])[CH3:15].C1C=CC2[N:42]([OH:43])N=NC=2C=1.Cl.NO, predict the reaction product. The product is: [C:14]([O:18][C:19](=[O:20])[NH:21][C@H:22]([CH2:27][C:28]1[CH:33]=[CH:32][CH:31]=[CH:30][CH:29]=1)[CH2:23][C:24](=[O:25])[NH:42][OH:43])([CH3:17])([CH3:16])[CH3:15]. (7) The product is: [Cl:18][C:19]1[C:27]([Cl:28])=[CH:26][CH:25]=[CH:24][C:20]=1[C:21]([NH:16][CH2:15][C:5]1([C:8]2[CH:9]=[N:10][C:11]([F:14])=[CH:12][CH:13]=2)[CH2:4][CH2:3][C:2]([F:1])([F:17])[CH2:7][CH2:6]1)=[O:22]. Given the reactants [F:1][C:2]1([F:17])[CH2:7][CH2:6][C:5]([CH2:15][NH2:16])([C:8]2[CH:9]=[N:10][C:11]([F:14])=[CH:12][CH:13]=2)[CH2:4][CH2:3]1.[Cl:18][C:19]1[C:27]([Cl:28])=[CH:26][CH:25]=[CH:24][C:20]=1[C:21](O)=[O:22].C1C=CC2N(O)N=NC=2C=1.CCN=C=NCCCN(C)C.Cl.CCN(C(C)C)C(C)C, predict the reaction product.